From a dataset of Reaction yield outcomes from USPTO patents with 853,638 reactions. Predict the reaction yield, written as a fraction of the theoretical maximum amount of product (1.0 means a 100% yield; for example, 0.34 means a 34% yield). (1) The reactants are [N+:1]([C:4]1[CH:9]=[CH:8][CH:7]=[CH:6][C:5]=1[N:10]1[C:15](=[O:16])[CH:14]=[CH:13][C:12]2[C:17]([C:25]3[CH:30]=[CH:29][CH:28]=[CH:27][CH:26]=3)=[C:18]([C:20]([O:22]CC)=[O:21])[S:19][C:11]1=2)([O-:3])=[O:2].O.[OH-].[Li+]. The catalyst is O1CCOCC1.O. The product is [N+:1]([C:4]1[CH:9]=[CH:8][CH:7]=[CH:6][C:5]=1[N:10]1[C:15](=[O:16])[CH:14]=[CH:13][C:12]2[C:17]([C:25]3[CH:30]=[CH:29][CH:28]=[CH:27][CH:26]=3)=[C:18]([C:20]([OH:22])=[O:21])[S:19][C:11]1=2)([O-:3])=[O:2]. The yield is 0.800. (2) The product is [OH:26][C:24]([CH3:27])([CH3:25])[CH2:23][C@@H:20]1[CH2:21][O:22][C@@:18]([C@@H:14]2[C@:13]3([CH3:29])[C@H:17]([C@@H:9]([OH:8])[CH2:10][CH2:11][CH2:12]3)[CH2:16][CH2:15]2)([CH3:28])[CH2:19]1. The yield is 0.930. The catalyst is C1COCC1. The reactants are [Si]([O:8][C@@H:9]1[C@H:17]2[C@@:13]([CH3:29])([C@@H:14]([C@@:18]3([CH3:28])[O:22][CH2:21][C@@H:20]([CH2:23][C:24]([CH3:27])([OH:26])[CH3:25])[CH2:19]3)[CH2:15][CH2:16]2)[CH2:12][CH2:11][CH2:10]1)(C(C)(C)C)(C)C.[N+](CCCC)(CCCC)(CCCC)CCCC.[F-].O.CCOC(C)=O. (3) The yield is 0.820. The product is [C:1]([O:5][C:6]([N:8]1[CH2:9][CH2:10][CH:11]([CH2:14][S:15]([C:16]2[CH:21]=[CH:20][CH:19]=[CH:18][C:17]=2[F:22])=[O:31])[CH2:12][CH2:13]1)=[O:7])([CH3:4])([CH3:2])[CH3:3]. The catalyst is C(Cl)(Cl)Cl. The reactants are [C:1]([O:5][C:6]([N:8]1[CH2:13][CH2:12][CH:11]([CH2:14][S:15][C:16]2[CH:21]=[CH:20][CH:19]=[CH:18][C:17]=2[F:22])[CH2:10][CH2:9]1)=[O:7])([CH3:4])([CH3:3])[CH3:2].ClC1C=CC=C(C(OO)=[O:31])C=1.S([O-])([O-])(=O)=S.[Na+].[Na+].C(OCC)(=O)C. (4) The reactants are [NH:1]1[CH2:6][CH2:5][S:4][CH2:3][C@H:2]1[C:7]([OH:9])=O.Cl[C:11]1[C:20]([N+:21]([O-])=O)=[CH:19][C:14]([C:15]([O:17][CH3:18])=[O:16])=[CH:13][N:12]=1.C(=O)([O-])[O-].[K+].[K+]. The catalyst is C1COCC1.C(Cl)Cl.[Pt].[NH4+].[O-][V](=O)=O.P(OC1C=CC=CC=1)(OC1C=CC=CC=1)OC1C=CC=CC=1. The product is [O:9]=[C:7]1[NH:21][C:20]2[CH:19]=[C:14]([C:15]([O:17][CH3:18])=[O:16])[CH:13]=[N:12][C:11]=2[N:1]2[CH2:6][CH2:5][S:4][CH2:3][C@@H:2]12. The yield is 0.520. (5) The reactants are [CH3:1][N:2]([CH3:18])[C:3]1[N:4]=[CH:5][C:6]2[N:11]=[C:10]([N:12]=[C:13](SC)SC)[S:9][C:7]=2[N:8]=1.Cl.Cl.[NH2:21][CH2:22][C@@:23]1([OH:31])[CH:28]2[CH2:29][CH2:30][N:25]([CH2:26][CH2:27]2)[CH2:24]1.C(=O)([O-])[O-].[Cs+].[Cs+].O. The catalyst is CN(C=O)C. The product is [CH3:1][N:2]([CH3:18])[C:3]1[N:4]=[CH:5][C:6]2[N:11]=[C:10]([NH:12][C:13]3[O:31][C@:23]4([CH2:22][N:21]=3)[CH:28]3[CH2:29][CH2:30][N:25]([CH2:26][CH2:27]3)[CH2:24]4)[S:9][C:7]=2[N:8]=1. The yield is 0.710. (6) The product is [CH3:6][O:7][C:8](=[O:29])[CH2:9][CH2:10][CH2:11][CH2:12][CH2:13][CH2:14][C:15]1[NH:5][C:18]([C:20]2[CH:25]=[CH:24][CH:23]=[CH:22][C:21]=2[O:26][CH3:27])=[CH:17][N:16]=1. The reactants are C([O-])(=O)C.[NH4+:5].[CH3:6][O:7][C:8](=[O:29])[CH2:9][CH2:10][CH2:11][CH2:12][CH2:13][CH2:14][C:15](=O)[NH:16][CH2:17][C:18]([C:20]1[CH:25]=[CH:24][CH:23]=[CH:22][C:21]=1[O:26][CH3:27])=O. The yield is 0.440. The catalyst is C(O)(=O)C. (7) The reactants are [OH:1][C:2]1[CH:7]=[CH:6][C:5]([C:8]2[S:9][C:10]3[CH2:15][CH2:14][C:13](=O)[NH:12][C:11]=3[N:17]=2)=[CH:4][CH:3]=1. The catalyst is O1CCCC1. The product is [OH:1][C:2]1[CH:3]=[CH:4][C:5]([C:8]2[S:9][C:10]3[CH2:15][CH2:14][CH2:13][NH:12][C:11]=3[N:17]=2)=[CH:6][CH:7]=1. The yield is 0.400.